Dataset: Full USPTO retrosynthesis dataset with 1.9M reactions from patents (1976-2016). Task: Predict the reactants needed to synthesize the given product. (1) Given the product [CH3:8][C:6]1[CH:5]=[CH:4][N:3]2[C:10]([CH2:13][C:14]([CH3:19])([N+:16]([O-:18])=[O:17])[CH3:15])=[CH:11][N:1]=[C:2]2[CH:7]=1, predict the reactants needed to synthesize it. The reactants are: [NH2:1][C:2]1[CH:7]=[C:6]([CH3:8])[CH:5]=[CH:4][N:3]=1.Br[CH:10]([CH2:13][C:14]([CH3:19])([N+:16]([O-:18])=[O:17])[CH3:15])[CH:11]=O. (2) Given the product [CH3:14][O:15][C:16](=[O:23])[CH2:17][CH2:18][CH2:19][C:20](=[O:21])[NH:6][C:5]1[CH:7]=[CH:8][C:9]([N+:11]([O-:13])=[O:12])=[CH:10][C:4]=1[N+:1]([O-:3])=[O:2], predict the reactants needed to synthesize it. The reactants are: [N+:1]([C:4]1[CH:10]=[C:9]([N+:11]([O-:13])=[O:12])[CH:8]=[CH:7][C:5]=1[NH2:6])([O-:3])=[O:2].[CH3:14][O:15][C:16](=[O:23])[CH2:17][CH2:18][CH2:19][C:20](Cl)=[O:21]. (3) Given the product [ClH:65].[NH2:8][CH2:9][C@H:10]1[CH2:15][CH2:14][C@H:13]([C:16]([NH:18][C@H:19]([C:51](=[O:64])[NH:52][C:53]2[CH:58]=[CH:57][C:56]([C:59]3[N:60]=[N:61][NH:62][N:63]=3)=[CH:55][CH:54]=2)[CH2:20][C:21]2[CH:22]=[CH:23][C:24]([C:27]3[CH:32]=[C:31]([F:33])[C:30]([C:34]([NH:36][CH:37]4[CH2:38][CH2:39][N:40]([CH3:43])[CH2:41][CH2:42]4)=[O:35])=[C:29]([F:50])[CH:28]=3)=[CH:25][CH:26]=2)=[O:17])[CH2:12][CH2:11]1, predict the reactants needed to synthesize it. The reactants are: C(OC([NH:8][CH2:9][C@H:10]1[CH2:15][CH2:14][C@H:13]([C:16]([NH:18][C@H:19]([C:51](=[O:64])[NH:52][C:53]2[CH:58]=[CH:57][C:56]([C:59]3[N:60]=[N:61][NH:62][N:63]=3)=[CH:55][CH:54]=2)[CH2:20][C:21]2[CH:26]=[CH:25][C:24]([C:27]3[CH:32]=[C:31]([F:33])[C:30]([C:34]([NH:36][CH:37]4[CH2:42][CH2:41][N:40]([C:43](OC(C)(C)C)=O)[CH2:39][CH2:38]4)=[O:35])=[C:29]([F:50])[CH:28]=3)=[CH:23][CH:22]=2)=[O:17])[CH2:12][CH2:11]1)=O)(C)(C)C.[ClH:65]. (4) Given the product [CH3:34][C:23]1[CH:22]=[C:21]([C:19]([N:10]2[C:11]3[CH:18]=[CH:17][CH:16]=[CH:15][C:12]=3[CH2:13][N:14]3[C:5]([C:3]([NH:44][CH2:43][CH2:42][C:41]4[CH:45]=[CH:46][C:38]([CH3:37])=[CH:39][CH:40]=4)=[O:4])=[CH:6][CH:7]=[C:8]3[CH2:9]2)=[O:20])[CH:26]=[CH:25][C:24]=1[C:27]1[CH:32]=[CH:31][CH:30]=[CH:29][C:28]=1[CH3:33], predict the reactants needed to synthesize it. The reactants are: ClC(Cl)(Cl)[C:3]([C:5]1[N:14]2[C:8]([CH2:9][N:10]([C:19]([C:21]3[CH:26]=[CH:25][C:24]([C:27]4[CH:32]=[CH:31][CH:30]=[CH:29][C:28]=4[CH3:33])=[C:23]([CH3:34])[CH:22]=3)=[O:20])[C:11]3[CH:18]=[CH:17][CH:16]=[CH:15][C:12]=3[CH2:13]2)=[CH:7][CH:6]=1)=[O:4].[CH3:37][C:38]1[CH:46]=[CH:45][C:41]([CH2:42][CH2:43][NH2:44])=[CH:40][CH:39]=1. (5) Given the product [ClH:18].[CH3:13][C:11]1([CH3:14])[CH2:12][NH:8][CH2:9][C@H:10]1[OH:15], predict the reactants needed to synthesize it. The reactants are: C([N:8]1[CH2:12][C:11]([CH3:14])([CH3:13])[C@H:10]([OH:15])[CH2:9]1)C1C=CC=CC=1.[H][H].[ClH:18]. (6) Given the product [Cl:23][C:22]1[C:16]2[O:15][CH2:14][C@H:13]([CH2:12][NH:30][CH2:28][CH3:29])[O:18][C:17]=2[CH:19]=[C:20]([S:24]([CH3:27])(=[O:25])=[O:26])[CH:21]=1, predict the reactants needed to synthesize it. The reactants are: CC1C=CC(S(O[CH2:12][C@@H:13]2[O:18][C:17]3[CH:19]=[C:20]([S:24]([CH3:27])(=[O:26])=[O:25])[CH:21]=[C:22]([Cl:23])[C:16]=3[O:15][CH2:14]2)(=O)=O)=CC=1.[CH2:28]([NH2:30])[CH3:29].Cl. (7) Given the product [CH3:13][CH:3]([C:2](=[O:1])[C:14]1[CH:19]=[CH:18][CH:17]=[C:16](/[CH:20]=[CH:21]/[C:22]2[C:27]([CH3:29])([CH3:28])[CH2:26][CH2:25][CH2:24][C:23]=2[CH3:30])[CH:15]=1)[CH2:4][NH:5][C:6](=[O:12])[O:7][C:8]([CH3:11])([CH3:10])[CH3:9], predict the reactants needed to synthesize it. The reactants are: [OH:1][CH:2]([C:14]1[CH:19]=[CH:18][CH:17]=[C:16](/[CH:20]=[CH:21]/[C:22]2[C:27]([CH3:29])([CH3:28])[CH2:26][CH2:25][CH2:24][C:23]=2[CH3:30])[CH:15]=1)[CH:3]([CH3:13])[CH2:4][NH:5][C:6](=[O:12])[O:7][C:8]([CH3:11])([CH3:10])[CH3:9]. (8) Given the product [C:46]([C:48]1[CH:49]=[C:50]([O:54][C:55]2[CH:56]=[C:57]([CH2:58][NH:59][C:38](=[O:40])[C:37]3[CH:41]=[CH:42][CH:43]=[N:44][C:36]=3[NH2:35])[CH:60]=[CH:61][CH:62]=2)[CH:51]=[CH:52][CH:53]=1)#[CH:47], predict the reactants needed to synthesize it. The reactants are: CN([P+](ON1N=NC2C=CC=CC1=2)(N(C)C)N(C)C)C.F[P-](F)(F)(F)(F)F.C(N(CC)CC)C.[NH2:35][C:36]1[N:44]=[CH:43][CH:42]=[CH:41][C:37]=1[C:38]([OH:40])=O.Cl.[C:46]([C:48]1[CH:49]=[C:50]([O:54][C:55]2[CH:56]=[C:57]([CH:60]=[CH:61][CH:62]=2)[CH2:58][NH2:59])[CH:51]=[CH:52][CH:53]=1)#[CH:47].